Dataset: NCI-60 drug combinations with 297,098 pairs across 59 cell lines. Task: Regression. Given two drug SMILES strings and cell line genomic features, predict the synergy score measuring deviation from expected non-interaction effect. Drug 1: CC1=C(C=C(C=C1)NC(=O)C2=CC=C(C=C2)CN3CCN(CC3)C)NC4=NC=CC(=N4)C5=CN=CC=C5. Drug 2: CN1C2=C(C=C(C=C2)N(CCCl)CCCl)N=C1CCCC(=O)O.Cl. Cell line: K-562. Synergy scores: CSS=32.3, Synergy_ZIP=-3.05, Synergy_Bliss=-10.4, Synergy_Loewe=-39.4, Synergy_HSA=-9.61.